This data is from NCI-60 drug combinations with 297,098 pairs across 59 cell lines. The task is: Regression. Given two drug SMILES strings and cell line genomic features, predict the synergy score measuring deviation from expected non-interaction effect. (1) Drug 1: CN1C(=O)N2C=NC(=C2N=N1)C(=O)N. Drug 2: CCC1(C2=C(COC1=O)C(=O)N3CC4=CC5=C(C=CC(=C5CN(C)C)O)N=C4C3=C2)O. Cell line: OVCAR3. Synergy scores: CSS=64.8, Synergy_ZIP=2.75, Synergy_Bliss=2.37, Synergy_Loewe=-53.4, Synergy_HSA=-0.129. (2) Drug 1: CC1OCC2C(O1)C(C(C(O2)OC3C4COC(=O)C4C(C5=CC6=C(C=C35)OCO6)C7=CC(=C(C(=C7)OC)O)OC)O)O. Drug 2: CS(=O)(=O)CCNCC1=CC=C(O1)C2=CC3=C(C=C2)N=CN=C3NC4=CC(=C(C=C4)OCC5=CC(=CC=C5)F)Cl. Cell line: IGROV1. Synergy scores: CSS=41.3, Synergy_ZIP=-4.16, Synergy_Bliss=-0.694, Synergy_Loewe=2.67, Synergy_HSA=5.34. (3) Drug 1: COC1=CC(=CC(=C1O)OC)C2C3C(COC3=O)C(C4=CC5=C(C=C24)OCO5)OC6C(C(C7C(O6)COC(O7)C8=CC=CS8)O)O. Drug 2: CCC1(CC2CC(C3=C(CCN(C2)C1)C4=CC=CC=C4N3)(C5=C(C=C6C(=C5)C78CCN9C7C(C=CC9)(C(C(C8N6C)(C(=O)OC)O)OC(=O)C)CC)OC)C(=O)OC)O.OS(=O)(=O)O. Cell line: SW-620. Synergy scores: CSS=52.9, Synergy_ZIP=-2.45, Synergy_Bliss=-2.25, Synergy_Loewe=0.519, Synergy_HSA=1.14. (4) Drug 1: CN(CC1=CN=C2C(=N1)C(=NC(=N2)N)N)C3=CC=C(C=C3)C(=O)NC(CCC(=O)O)C(=O)O. Drug 2: C1CC(C1)(C(=O)O)C(=O)O.[NH2-].[NH2-].[Pt+2]. Cell line: COLO 205. Synergy scores: CSS=35.2, Synergy_ZIP=-11.5, Synergy_Bliss=-6.06, Synergy_Loewe=-4.45, Synergy_HSA=-3.28.